Dataset: Reaction yield outcomes from USPTO patents with 853,638 reactions. Task: Predict the reaction yield, written as a fraction of the theoretical maximum amount of product (1.0 means a 100% yield; for example, 0.34 means a 34% yield). (1) The yield is 0.390. The reactants are C([NH:8][C:9](=[O:29])[C:10]1[C:15]([C:16]2[CH:21]=[CH:20][CH:19]=[CH:18][C:17]=2[CH3:22])=[CH:14][C:13]([N:23]2[CH2:28][CH2:27][O:26][CH2:25][CH2:24]2)=[N:12][CH:11]=1)C1C=CC=CC=1.S(=O)(=O)(O)O.C(=O)([O-])[O-].[Na+].[Na+]. The catalyst is CS(O)(=O)=O. The product is [N:23]1([C:13]2[CH:14]=[C:15]([C:16]3[CH:21]=[CH:20][CH:19]=[CH:18][C:17]=3[CH3:22])[C:10]([C:9]([NH2:8])=[O:29])=[CH:11][N:12]=2)[CH2:24][CH2:25][O:26][CH2:27][CH2:28]1. (2) The reactants are [CH3:1][C:2]1[N:7]=[C:6](/[CH:8]=[CH:9]/[C:10]2[S:11][CH:12]=[CH:13][CH:14]=2)[N:5]=[C:4](O)[CH:3]=1.O=P(Cl)(Cl)[Cl:18]. No catalyst specified. The product is [Cl:18][C:4]1[CH:3]=[C:2]([CH3:1])[N:7]=[C:6](/[CH:8]=[CH:9]/[C:10]2[S:11][CH:12]=[CH:13][CH:14]=2)[N:5]=1. The yield is 0.570. (3) The catalyst is [OH-].[Na+].CC(C)=O. The reactants are C=O.[NH2:3][C@@H:4]([CH2:8][OH:9])[C:5]([OH:7])=[O:6].[C:10]([O-])(O)=O.[Na+].Cl[C:16]([O:18][CH3:19])=[O:17]. The product is [CH3:19][O:18][C:16]([N:3]1[C@H:4]([C:5]([OH:7])=[O:6])[CH2:8][O:9][CH2:10]1)=[O:17]. The yield is 0.510. (4) The reactants are [CH:1]12[CH2:7][CH:4]([CH2:5][CH2:6]1)[CH2:3][CH:2]2[CH2:8][CH2:9]O.[Br:11]P(Br)(C1C=CC=CC=1)(C1C=CC=CC=1)C1C=CC=CC=1. The catalyst is C(#N)C. The product is [Br:11][CH2:9][CH2:8][CH:2]1[CH2:3][CH:4]2[CH2:7][CH:1]1[CH2:6][CH2:5]2. The yield is 0.950.